Dataset: Forward reaction prediction with 1.9M reactions from USPTO patents (1976-2016). Task: Predict the product of the given reaction. (1) Given the reactants [C:1]([C:3]1[CH:12]=[CH:11][C:6]([C:7]([O:9][CH3:10])=[O:8])=[CH:5][CH:4]=1)#[N:2].Cl.C(N(CC)CC)C.[N-:21]=[N+:22]=[N-:23].[Na+].O, predict the reaction product. The product is: [NH:21]1[C:1]([C:3]2[CH:12]=[CH:11][C:6]([C:7]([O:9][CH3:10])=[O:8])=[CH:5][CH:4]=2)=[N:2][N:23]=[N:22]1. (2) Given the reactants [F:1][C:2]1[CH:3]=[C:4]([CH:14]=[C:15]([F:18])[C:16]=1[F:17])[CH2:5][P:6](=[O:13])([O:10]CC)[O:7]CC.Br[Si](C)(C)C.O, predict the reaction product. The product is: [F:18][C:15]1[CH:14]=[C:4]([CH:3]=[C:2]([F:1])[C:16]=1[F:17])[CH2:5][P:6](=[O:7])([OH:10])[OH:13]. (3) Given the reactants C([O:4][CH2:5][C:6]#[C:7][C:8]([O:11][C:12]1[CH:17]=[CH:16][C:15]([Cl:18])=[CH:14][C:13]=1[F:19])([CH3:10])[CH3:9])(=O)C.C(=O)([O-])[O-].[K+].[K+].O, predict the reaction product. The product is: [Cl:18][C:15]1[CH:16]=[C:17]2[C:12](=[C:13]([F:19])[CH:14]=1)[O:11][C:8]([CH3:9])([CH3:10])[CH:7]=[C:6]2[CH2:5][OH:4]. (4) Given the reactants [CH:1]1([NH2:7])[CH2:6][CH2:5][CH:4]=[CH:3][CH2:2]1.[C:8]1(=O)[CH2:13][CH2:12][CH2:11][CH2:10][CH2:9]1.[C:15](C1NC=CN=1)(C1NC=CN=1)=[O:16].[NH2:27][C:28]1[S:29][CH:30]=[CH:31][N:32]=1, predict the reaction product. The product is: [CH:1]1([NH:7][CH:8]2[CH2:13][CH2:12][CH2:11][CH2:10][CH2:9]2)[CH2:6][CH2:5][CH:4]=[CH:3][CH2:2]1.[CH:1]1([N:7]([CH:8]2[CH2:13][CH2:12][CH2:11][CH2:10][CH2:9]2)[C:15]([NH:27][C:28]2[S:29][CH:30]=[CH:31][N:32]=2)=[O:16])[CH2:6][CH2:5][CH:4]=[CH:3][CH2:2]1. (5) Given the reactants [CH2:1]([O:5][C:6]1[C:15]2[C:10](=[CH:11][CH:12]=[C:13]([C:16]([O:18]C)=[O:17])[CH:14]=2)[C:9](=[O:20])[N:8]([CH2:21][CH:22]2[CH2:24][CH2:23]2)[C:7]=1[CH2:25][NH:26][C:27]([O:29][C:30]([CH3:33])([CH3:32])[CH3:31])=[O:28])[CH2:2][CH2:3][CH3:4].[OH-].[Na+].O.Cl, predict the reaction product. The product is: [CH2:1]([O:5][C:6]1[C:15]2[C:10](=[CH:11][CH:12]=[C:13]([C:16]([OH:18])=[O:17])[CH:14]=2)[C:9](=[O:20])[N:8]([CH2:21][CH:22]2[CH2:24][CH2:23]2)[C:7]=1[CH2:25][NH:26][C:27]([O:29][C:30]([CH3:31])([CH3:33])[CH3:32])=[O:28])[CH2:2][CH2:3][CH3:4]. (6) Given the reactants [Br:1]Br.[NH2:3][C:4]1[N:14]=[CH:13][CH:12]=[CH:11][C:5]=1[C:6]([O:8][CH2:9][CH3:10])=[O:7].C([O-])(O)=O.[Na+].OS([O-])=O.[Na+], predict the reaction product. The product is: [NH2:3][C:4]1[N:14]=[CH:13][C:12]([Br:1])=[CH:11][C:5]=1[C:6]([O:8][CH2:9][CH3:10])=[O:7].